From a dataset of Full USPTO retrosynthesis dataset with 1.9M reactions from patents (1976-2016). Predict the reactants needed to synthesize the given product. Given the product [Br:18][C:7]1[C:6]([CH3:9])=[CH:5][C:4]([NH2:10])=[C:3]([O:2][CH3:1])[CH:8]=1, predict the reactants needed to synthesize it. The reactants are: [CH3:1][O:2][C:3]1[CH:8]=[CH:7][C:6]([CH3:9])=[CH:5][C:4]=1[NH2:10].C1C(=O)N([Br:18])C(=O)C1.